From a dataset of Full USPTO retrosynthesis dataset with 1.9M reactions from patents (1976-2016). Predict the reactants needed to synthesize the given product. Given the product [Cl:27][C:21]1[CH:22]=[C:23]([Cl:26])[CH:24]=[CH:25][C:20]=1[C:3]1[CH:4]=[C:5]([NH:8][CH2:9][CH2:10][NH:45][C:44]2[CH:78]=[CH:77][C:76]([C:65]#[N:68])=[CH:75][N:42]=2)[CH:6]=[CH:7][C:2]=1[NH:1][C:38](=[O:40])[CH2:37][NH:35][CH3:36], predict the reactants needed to synthesize it. The reactants are: [NH2:1][C:2]1[CH:7]=[CH:6][C:5]([NH:8][CH2:9][CH2:10]C2C=CN=C(N)C=2C#N)=[CH:4][C:3]=1[C:20]1[CH:25]=[CH:24][C:23]([Cl:26])=[CH:22][C:21]=1[Cl:27].C([N:35]([CH2:37][C:38]([OH:40])=O)[CH3:36])(OC(C)(C)C)=O.C[N:42]([C:44](ON1N=NC2C=CC=CC1=2)=[N+:45](C)C)C.F[P-](F)(F)(F)(F)F.[CH:65]([N:68](CC)C(C)C)(C)C.O1[CH2:78][CH2:77][CH2:76][CH2:75]1.